From a dataset of Forward reaction prediction with 1.9M reactions from USPTO patents (1976-2016). Predict the product of the given reaction. (1) Given the reactants Cl[C:2]1[N:7]=[C:6]([NH:8][C:9]2[CH:13]=[C:12]([CH3:14])[NH:11][N:10]=2)[CH:5]=[C:4]([Cl:15])[N:3]=1.C(N(C(C)C)CC)(C)C.[N:25]1[CH:30]=[CH:29][CH:28]=[CH:27][C:26]=1[C:31]1[CH:35]=[C:34]([CH:36]2[CH2:39][CH2:38][NH:37]2)[O:33][N:32]=1, predict the reaction product. The product is: [Cl:15][C:4]1[N:3]=[C:2]([N:37]2[CH2:38][CH2:39][CH:36]2[C:34]2[O:33][N:32]=[C:31]([C:26]3[CH:27]=[CH:28][CH:29]=[CH:30][N:25]=3)[CH:35]=2)[N:7]=[C:6]([NH:8][C:9]2[CH:13]=[C:12]([CH3:14])[NH:11][N:10]=2)[CH:5]=1. (2) Given the reactants [CH2:1]([O:3][C:4](=[O:33])[C:5]1[CH:10]=[CH:9][C:8](/[CH:11]=[CH:12]/[C:13]2[C:22]([CH2:23]Br)=[CH:21][C:20]3[C:19]([CH3:26])([CH3:25])[CH:18]([O:27][C:28](=[O:30])[CH3:29])[CH2:17][C:16]([CH3:32])([CH3:31])[C:15]=3[CH:14]=2)=[CH:7][CH:6]=1)[CH3:2].[NH:34]1[CH:38]=[CH:37][CH:36]=[N:35]1, predict the reaction product. The product is: [CH2:1]([O:3][C:4](=[O:33])[C:5]1[CH:10]=[CH:9][C:8](/[CH:11]=[CH:12]/[C:13]2[C:22]([CH2:23][N:34]3[CH:38]=[CH:37][CH:36]=[N:35]3)=[CH:21][C:20]3[C:19]([CH3:26])([CH3:25])[CH:18]([O:27][C:28](=[O:30])[CH3:29])[CH2:17][C:16]([CH3:32])([CH3:31])[C:15]=3[CH:14]=2)=[CH:7][CH:6]=1)[CH3:2]. (3) The product is: [C:1]([O:9][C@H:10]1[CH2:15][C:14](=[O:16])[CH2:13][CH2:12][C@@H:11]1[C:17]1[N:21]([CH2:22][O:23][CH2:24][CH2:25][O:26][CH3:27])[N:20]=[CH:19][CH:18]=1)(=[O:8])[C:2]1[CH:3]=[CH:4][CH:5]=[CH:6][CH:7]=1. Given the reactants [C:1]([O:9][C@H:10]1[CH2:15][C@H:14]([OH:16])[CH2:13][CH2:12][C@@H:11]1[C:17]1[N:21]([CH2:22][O:23][CH2:24][CH2:25][O:26][CH3:27])[N:20]=[CH:19][CH:18]=1)(=[O:8])[C:2]1[CH:7]=[CH:6][CH:5]=[CH:4][CH:3]=1.CC(OI1(OC(C)=O)(OC(C)=O)OC(=O)C2C=CC=CC1=2)=O, predict the reaction product.